From a dataset of Catalyst prediction with 721,799 reactions and 888 catalyst types from USPTO. Predict which catalyst facilitates the given reaction. (1) Reactant: C[O:2][C:3](=[O:26])[CH2:4][C:5]1[CH:10]=[CH:9][CH:8]=[C:7]([O:11][C:12]2[CH:17]=[CH:16][C:15]([Br:18])=[CH:14][C:13]=2[CH2:19][N:20]2[CH2:24][CH2:23][O:22][C:21]2=[O:25])[CH:6]=1.[OH-].[Li+].Cl. Product: [Br:18][C:15]1[CH:16]=[CH:17][C:12]([O:11][C:7]2[CH:6]=[C:5]([CH2:4][C:3]([OH:26])=[O:2])[CH:10]=[CH:9][CH:8]=2)=[C:13]([CH2:19][N:20]2[CH2:24][CH2:23][O:22][C:21]2=[O:25])[CH:14]=1. The catalyst class is: 38. (2) Reactant: [C:1]([O:5][C:6](=[O:27])[NH:7][C@H:8]([C:10](=O)[NH:11][C:12]1[CH:17]=[C:16]([F:18])[CH:15]=[CH:14][C:13]=1[NH:19][C:20]1[CH:25]=[CH:24][CH:23]=[CH:22][CH:21]=1)[CH3:9])([CH3:4])([CH3:3])[CH3:2]. Product: [C:1]([O:5][C:6](=[O:27])[NH:7][C@H:8]([C:10]1[N:19]([C:20]2[CH:25]=[CH:24][CH:23]=[CH:22][CH:21]=2)[C:13]2[CH:14]=[CH:15][C:16]([F:18])=[CH:17][C:12]=2[N:11]=1)[CH3:9])([CH3:4])([CH3:3])[CH3:2]. The catalyst class is: 52. (3) Reactant: CCN(C(C)C)C(C)C.[N:10]1[CH:15]=[CH:14][CH:13]=[CH:12][C:11]=1[N:16]1[CH:20]=[C:19]([C:21]([OH:23])=O)[N:18]=[N:17]1.C1C=CC2N(O)N=NC=2C=1.CCN=C=NCCCN(C)C.Cl.[NH2:46][CH2:47][C:48]([N:50]1[CH2:55][CH2:54][N:53]([C:56](=[O:65])[C:57]2[CH:62]=[C:61]([F:63])[CH:60]=[CH:59][C:58]=2[Cl:64])[CH2:52][CH2:51]1)=[O:49].ClC1C=CC(F)=CC=1C(O)=O. The catalyst class is: 18. Product: [Cl:64][C:58]1[CH:59]=[CH:60][C:61]([F:63])=[CH:62][C:57]=1[C:56]([N:53]1[CH2:52][CH2:51][N:50]([C:48](=[O:49])[CH2:47][NH:46][C:21]([C:19]2[N:18]=[N:17][N:16]([C:11]3[CH:12]=[CH:13][CH:14]=[CH:15][N:10]=3)[CH:20]=2)=[O:23])[CH2:55][CH2:54]1)=[O:65]. (4) Reactant: [NH3:1].[Br:2][C:3]1[C:4]([Cl:22])=[C:5]([O:12][C:13]2[CH:14]=[C:15]([CH:18]=[C:19]([Cl:21])[CH:20]=2)[C:16]#[N:17])[C:6]([F:11])=[C:7]([CH2:9]Br)[CH:8]=1. Product: [NH2:1][CH2:9][C:7]1[C:6]([F:11])=[C:5]([O:12][C:13]2[CH:14]=[C:15]([CH:18]=[C:19]([Cl:21])[CH:20]=2)[C:16]#[N:17])[C:4]([Cl:22])=[C:3]([Br:2])[CH:8]=1. The catalyst class is: 2. (5) Reactant: [F:1][C:2]([F:35])([F:34])[C:3]1[CH:4]=[C:5]2[C:10](=[CH:11][CH:12]=1)[N:9]1[C:13]([C:16]3[N:17]([CH2:21][O:22][CH2:23][CH2:24][Si:25]([CH3:28])([CH3:27])[CH3:26])[N:18]=[CH:19][CH:20]=3)=[CH:14][N:15]=[C:8]1[C:7]([NH:29][CH2:30][CH2:31][CH2:32][OH:33])=[N:6]2.CC(C)([O-])C.[K+].[O:42]([CH2:72][C:73]1[CH:78]=[CH:77][CH:76]=[CH:75][CH:74]=1)[P:43](O[P:43]([O:44][CH2:45][C:46]1[CH:51]=[CH:50][CH:49]=[CH:48][CH:47]=1)([O:42][CH2:72][C:73]1[CH:78]=[CH:77][CH:76]=[CH:75][CH:74]=1)=[O:52])(=[O:52])[O:44][CH2:45][C:46]1[CH:51]=[CH:50][CH:49]=[CH:48][CH:47]=1. Product: [F:35][C:2]([F:1])([F:34])[C:3]1[CH:4]=[C:5]2[C:10](=[CH:11][CH:12]=1)[N:9]1[C:13]([C:16]3[N:17]([CH2:21][O:22][CH2:23][CH2:24][Si:25]([CH3:27])([CH3:28])[CH3:26])[N:18]=[CH:19][CH:20]=3)=[CH:14][N:15]=[C:8]1[C:7]([NH:29][CH2:30][CH2:31][CH2:32][O:33][P:43](=[O:52])([O:44][CH2:45][C:46]1[CH:51]=[CH:50][CH:49]=[CH:48][CH:47]=1)[O:42][CH2:72][C:73]1[CH:78]=[CH:77][CH:76]=[CH:75][CH:74]=1)=[N:6]2. The catalyst class is: 7. (6) Product: [C:4]([O:3][C:1]([N:8]1[C@H:9]([C:13]([OH:15])=[O:14])[C@@H:10]([CH3:12])[O:11][C:18]1([CH3:20])[CH3:19])=[O:2])([CH3:6])([CH3:5])[CH3:7]. The catalyst class is: 90. Reactant: [C:1]([NH:8][C@H:9]([C:13]([OH:15])=[O:14])[C@@H:10]([CH3:12])[OH:11])([O:3][C:4]([CH3:7])([CH3:6])[CH3:5])=[O:2].CO[C:18](C)([CH3:20])[CH3:19].COC(OC)(C)C.C1(C)C=CC(S([O-])(=O)=O)=CC=1.[NH+]1C=CC=CC=1.